This data is from Reaction yield outcomes from USPTO patents with 853,638 reactions. The task is: Predict the reaction yield, written as a fraction of the theoretical maximum amount of product (1.0 means a 100% yield; for example, 0.34 means a 34% yield). (1) The reactants are Cl[CH2:2][C:3]([NH:5][C:6]1[CH:11]=[CH:10][CH:9]=[C:8]([F:12])[CH:7]=1)=[O:4].[N+:13]([C:16]1[C:17]([C:21]([NH2:23])=[O:22])=[N:18][NH:19][CH:20]=1)([O-:15])=[O:14].C(=O)([O-])[O-].[K+].[K+]. The catalyst is CN(C)C=O. The product is [F:12][C:8]1[CH:7]=[C:6]([NH:5][C:3](=[O:4])[CH2:2][N:19]2[CH:20]=[C:16]([N+:13]([O-:15])=[O:14])[C:17]([C:21]([NH2:23])=[O:22])=[N:18]2)[CH:11]=[CH:10][CH:9]=1. The yield is 0.690. (2) The reactants are [N:1]1[CH:6]=[CH:5][CH:4]=[C:3](/[CH:7]=[CH:8]/[CH2:9][CH:10]([OH:12])[CH3:11])[CH:2]=1.[C:13]1([CH3:23])[CH:18]=[CH:17][C:16]([S:19](Cl)(=[O:21])=[O:20])=[CH:15][CH:14]=1. The catalyst is N1C=CC=CC=1. The product is [C:13]1([CH3:23])[CH:18]=[CH:17][C:16]([S:19]([O:12][CH:10]([CH2:9]/[CH:8]=[CH:7]/[C:3]2[CH:2]=[N:1][CH:6]=[CH:5][CH:4]=2)[CH3:11])(=[O:21])=[O:20])=[CH:15][CH:14]=1. The yield is 0.601.